From a dataset of Peptide-MHC class II binding affinity with 134,281 pairs from IEDB. Regression. Given a peptide amino acid sequence and an MHC pseudo amino acid sequence, predict their binding affinity value. This is MHC class II binding data. (1) The peptide sequence is DKCVTVMAPDKPSLD. The MHC is DRB1_0404 with pseudo-sequence DRB1_0404. The binding affinity (normalized) is 0.315. (2) The peptide sequence is KLIGGIGGFIKVRQYDQILI. The MHC is DRB1_0404 with pseudo-sequence DRB1_0404. The binding affinity (normalized) is 0.340.